Dataset: Reaction yield outcomes from USPTO patents with 853,638 reactions. Task: Predict the reaction yield, written as a fraction of the theoretical maximum amount of product (1.0 means a 100% yield; for example, 0.34 means a 34% yield). (1) The reactants are Br[C:2]1[C:10]2[C:5](=[CH:6][CH:7]=[C:8]([C:11]3[N:15]=[CH:14][N:13]([C:16]([C:29]4[CH:34]=[CH:33][CH:32]=[CH:31][CH:30]=4)([C:23]4[CH:28]=[CH:27][CH:26]=[CH:25][CH:24]=4)[C:17]4[CH:22]=[CH:21][CH:20]=[CH:19][CH:18]=4)[N:12]=3)[CH:9]=2)[N:4]([CH:35]2[CH2:40][CH2:39][CH2:38][CH2:37][O:36]2)[N:3]=1.[N:41]1([CH2:46][CH2:47][O:48][C:49]2[CH:50]=[C:51]3[C:56](=[CH:57][CH:58]=2)[CH:55]=[C:54](B(O)O)[CH:53]=[CH:52]3)[CH2:45][CH2:44][CH2:43][CH2:42]1. No catalyst specified. The product is [N:41]1([CH2:46][CH2:47][O:48][C:49]2[CH:50]=[C:51]3[C:56](=[CH:57][CH:58]=2)[CH:55]=[C:54]([C:2]2[C:10]4[C:5](=[CH:6][CH:7]=[C:8]([C:11]5[N:15]=[CH:14][N:13]([C:16]([C:29]6[CH:34]=[CH:33][CH:32]=[CH:31][CH:30]=6)([C:23]6[CH:28]=[CH:27][CH:26]=[CH:25][CH:24]=6)[C:17]6[CH:22]=[CH:21][CH:20]=[CH:19][CH:18]=6)[N:12]=5)[CH:9]=4)[N:4]([CH:35]4[CH2:40][CH2:39][CH2:38][CH2:37][O:36]4)[N:3]=2)[CH:53]=[CH:52]3)[CH2:45][CH2:44][CH2:43][CH2:42]1. The yield is 0.320. (2) The reactants are [O:1]1[CH2:3][C@H:2]1[CH2:4][N:5]1[C:13]2[C:8](=[CH:9][C:10]([N:14]3[CH:19]=[CH:18][C:17]([C:20]4[CH:25]=[CH:24][C:23]([C:26]([F:29])([F:28])[F:27])=[CH:22][CH:21]=4)=[CH:16][C:15]3=[O:30])=[CH:11][CH:12]=2)[CH:7]=[N:6]1.[CH3:31][NH:32][CH3:33].[ClH:34]. The catalyst is O1CCCC1.ClCCl. The product is [ClH:34].[CH3:31][N:32]([CH3:33])[CH2:3][C@H:2]([OH:1])[CH2:4][N:5]1[C:13]2[C:8](=[CH:9][C:10]([N:14]3[CH:19]=[CH:18][C:17]([C:20]4[CH:25]=[CH:24][C:23]([C:26]([F:27])([F:29])[F:28])=[CH:22][CH:21]=4)=[CH:16][C:15]3=[O:30])=[CH:11][CH:12]=2)[CH:7]=[N:6]1. The yield is 0.710. (3) The reactants are C[O:2][C:3]1[CH:4]=[C:5]([C@H:9]2[C:18]3[C:13](=[CH:14][C:15]([O:19][CH2:20][CH2:21][CH2:22][N:23]4[CH2:28][CH2:27][CH2:26][CH2:25][CH2:24]4)=[CH:16][CH:17]=3)[C@@H:12]3[CH2:29][CH2:30][CH2:31][N:11]3[CH2:10]2)[CH:6]=[CH:7][CH:8]=1.B(Br)(Br)Br. The catalyst is C(Cl)Cl. The product is [N:23]1([CH2:22][CH2:21][CH2:20][O:19][C:15]2[CH:14]=[C:13]3[C:18]([C@H:9]([C:5]4[CH:4]=[C:3]([OH:2])[CH:8]=[CH:7][CH:6]=4)[CH2:10][N:11]4[CH2:31][CH2:30][CH2:29][C@H:12]43)=[CH:17][CH:16]=2)[CH2:28][CH2:27][CH2:26][CH2:25][CH2:24]1. The yield is 0.530. (4) The reactants are [F:1][C:2]1[C:3]([NH:16][C:17]2[CH:22]=[CH:21][C:20]([C:23]#[C:24][C:25]([OH:28])([CH3:27])[CH3:26])=[CH:19][C:18]=2[F:29])=[C:4]([CH:12]=[CH:13][C:14]=1[F:15])[C:5]([NH:7][O:8][CH2:9][CH2:10][OH:11])=[O:6]. The catalyst is C(O)C.[Pd]. The product is [F:1][C:2]1[C:3]([NH:16][C:17]2[CH:22]=[CH:21][C:20]([CH2:23][CH2:24][C:25]([OH:28])([CH3:27])[CH3:26])=[CH:19][C:18]=2[F:29])=[C:4]([CH:12]=[CH:13][C:14]=1[F:15])[C:5]([NH:7][O:8][CH2:9][CH2:10][OH:11])=[O:6]. The yield is 0.990.